From a dataset of Reaction yield outcomes from USPTO patents with 853,638 reactions. Predict the reaction yield, written as a fraction of the theoretical maximum amount of product (1.0 means a 100% yield; for example, 0.34 means a 34% yield). (1) The reactants are CCOC(/N=N/C(OCC)=O)=O.[F:13][C:14]1[C:22]([O:23][C:24]2[C:33]3[C:28](=[CH:29][C:30]([OH:36])=[C:31]([O:34][CH3:35])[CH:32]=3)[N:27]=[N:26][CH:25]=2)=[CH:21][CH:20]=[C:19]2[C:15]=1[CH:16]=[C:17]([CH3:37])[NH:18]2.[Br:38][CH2:39][CH2:40][CH2:41]O.C1(P(C2C=CC=CC=2)C2C=CC=CC=2)C=CC=CC=1. The catalyst is CN(C=O)C. The product is [Br:38][CH2:39][CH2:40][CH2:41][O:36][C:30]1[CH:29]=[C:28]2[C:33]([C:24]([O:23][C:22]3[C:14]([F:13])=[C:15]4[C:19](=[CH:20][CH:21]=3)[NH:18][C:17]([CH3:37])=[CH:16]4)=[CH:25][N:26]=[N:27]2)=[CH:32][C:31]=1[O:34][CH3:35]. The yield is 0.880. (2) The reactants are [Cl:1][C:2]1[N:6]([CH3:7])[N:5]=[CH:4][C:3]=1[C:8]([OH:10])=O.CCN(C(C)C)C(C)C.[B-](F)(F)(F)F.CN(C(ON1C(=O)CCC1=O)=[N+](C)C)C.Cl.[NH2:41][CH:42]1[CH:49]2[CH2:50][CH:45]3[CH2:46][CH:47]([CH2:51][CH:43]1[CH2:44]3)[CH2:48]2. The catalyst is ClCCl.CN(C=O)C.O. The product is [CH:43]12[CH2:51][CH:47]3[CH2:46][CH:45]([CH2:50][CH:49]([CH2:48]3)[CH:42]1[NH:41][C:8]([C:3]1[CH:4]=[N:5][N:6]([CH3:7])[C:2]=1[Cl:1])=[O:10])[CH2:44]2. The yield is 0.600. (3) The reactants are [CH3:1][O:2][C:3](=[O:23])[C:4]1[CH:9]=[C:8]([C:10]([O:12]CC)=[CH2:11])[C:7]([C:15]([F:18])([F:17])[F:16])=[CH:6][C:5]=1[NH:19][C:20](=[O:22])[CH3:21].Cl.CCOC(C)=O. The catalyst is C1COCC1. The product is [CH3:1][O:2][C:3](=[O:23])[C:4]1[CH:9]=[C:8]([C:10](=[O:12])[CH3:11])[C:7]([C:15]([F:18])([F:17])[F:16])=[CH:6][C:5]=1[NH:19][C:20](=[O:22])[CH3:21]. The yield is 0.760.